This data is from Full USPTO retrosynthesis dataset with 1.9M reactions from patents (1976-2016). The task is: Predict the reactants needed to synthesize the given product. (1) Given the product [C:1]([C:3]1[CH:4]=[CH:5][C:6]([CH2:9][NH:10][C:11]([N:13]2[CH2:14][CH2:15][NH:16][CH2:17][CH2:18]2)=[O:12])=[CH:7][CH:8]=1)#[N:2], predict the reactants needed to synthesize it. The reactants are: [C:1]([C:3]1[CH:8]=[CH:7][C:6]([CH2:9][NH:10][C:11]([N:13]2[CH2:18][CH2:17][N:16](C(OC(C)(C)C)=O)[CH2:15][CH2:14]2)=[O:12])=[CH:5][CH:4]=1)#[N:2].C(O)(C(F)(F)F)=O. (2) Given the product [CH3:15][O:16][C:17]1[CH:18]=[CH:19][C:20]([C:23]2[C:36](=[O:37])[C:35]3[C:26](=[C:27]([O:38][CH2:39][CH2:40][CH3:41])[CH:28]=[C:29]4[C:34]=3[O:33][CH2:32][CH2:31][CH2:30]4)[N:25]([CH2:42][C:43]([NH:1][CH2:2][CH2:3][N:4]3[CH2:9][CH2:8][O:7][CH2:6][CH2:5]3)=[O:44])[CH:24]=2)=[CH:21][CH:22]=1, predict the reactants needed to synthesize it. The reactants are: [NH2:1][CH2:2][CH2:3][N:4]1[CH2:9][CH2:8][O:7][CH2:6][CH2:5]1.CN(C=O)C.[CH3:15][O:16][C:17]1[CH:22]=[CH:21][C:20]([C:23]2[C:36](=[O:37])[C:35]3[C:26](=[C:27]([O:38][CH2:39][CH2:40][CH3:41])[CH:28]=[C:29]4[C:34]=3[O:33][CH2:32][CH2:31][CH2:30]4)[N:25]([CH2:42][C:43](O)=[O:44])[CH:24]=2)=[CH:19][CH:18]=1.F[P-](F)(F)(F)(F)F.N1(OC(N(C)C)=[N+](C)C)C2N=CC=CC=2N=N1. (3) Given the product [Br:14][C:11]1[CH:12]=[C:13]2[C:8](=[CH:9][CH:10]=1)[NH:7][CH:6]=[C:5]2[CH2:4][CH2:3][OH:2], predict the reactants needed to synthesize it. The reactants are: C[O:2][C:3](=O)[CH2:4][C:5]1[C:13]2[C:8](=[CH:9][CH:10]=[C:11]([Br:14])[CH:12]=2)[NH:7][CH:6]=1.[H-].[Al+3].[Li+].[H-].[H-].[H-]. (4) The reactants are: [Cl:1][C:2]([Cl:30])([Cl:29])[CH2:3][O:4][C:5]([C@@H:7]1[CH2:12][CH2:11][CH2:10][N:9]([C:13](=[O:28])[C@@H:14]([NH:20][C:21]([O:23]C(C)(C)C)=O)[CH2:15][O:16][CH:17]([F:19])[F:18])[NH:8]1)=[O:6].FC(F)(F)S(O[Si](C)(C)C)(=O)=O.C(N(CC)C(C)C)(C)C.[C:52]([O:56][C:57]([NH:59][C@H:60](C(O)=O)[CH:61]([CH3:63])[CH3:62])=[O:58])([CH3:55])([CH3:54])[CH3:53].F[P-](F)(F)(F)(F)F.CN(C(N(C)C)=[N+]1C2C(=NC=CC=2)[N+]([O-])=N1)C. Given the product [Cl:30][C:2]([Cl:1])([Cl:29])[CH2:3][O:4][C:5]([C@@H:7]1[CH2:12][CH2:11][CH2:10][N:9]([C:13](=[O:28])[C@@H:14]([NH:20][C:21](=[O:23])[C@@H:60]([NH:59][C:57]([O:56][C:52]([CH3:54])([CH3:53])[CH3:55])=[O:58])[CH:61]([CH3:63])[CH3:62])[CH2:15][O:16][CH:17]([F:18])[F:19])[NH:8]1)=[O:6], predict the reactants needed to synthesize it.